The task is: Predict the product of the given reaction.. This data is from Forward reaction prediction with 1.9M reactions from USPTO patents (1976-2016). (1) Given the reactants [Cl-].[CH3:2][C@@H:3]1[O:11][C:10](=[O:12])[C@@H:9]([NH3+:13])[CH2:8][CH2:7][CH2:6][C@H:5]([CH2:14][C:15]2[CH:20]=[CH:19][C:18]([CH3:21])=[CH:17][CH:16]=2)[C@H:4]1[O:22][C:23]1[CH:28]=[CH:27][CH:26]=[CH:25][CH:24]=1.[OH:29][C:30]1[C:31]([C:38](O)=[O:39])=[N:32][CH:33]=[CH:34][C:35]=1[O:36][CH3:37].C(N(CC)C(C)C)(C)C.C1CN([P+](ON2N=NC3C=CC=CC2=3)(N2CCCC2)N2CCCC2)CC1.F[P-](F)(F)(F)(F)F, predict the reaction product. The product is: [OH:29][C:30]1[C:31]([C:38]([NH:13][C@H:9]2[CH2:8][CH2:7][CH2:6][C@H:5]([CH2:14][C:15]3[CH:16]=[CH:17][C:18]([CH3:21])=[CH:19][CH:20]=3)[C@@H:4]([O:22][C:23]3[CH:24]=[CH:25][CH:26]=[CH:27][CH:28]=3)[C@H:3]([CH3:2])[O:11][C:10]2=[O:12])=[O:39])=[N:32][CH:33]=[CH:34][C:35]=1[O:36][CH3:37]. (2) Given the reactants [Cl:1][C:2]1[C:7]([NH2:8])=[CH:6][C:5]([C:9]2[N:13]([CH3:14])[N:12]=[N:11][C:10]=2[CH3:15])=[CH:4][N:3]=1.[CH3:16][O:17][C:18]([C:20]1[CH:25]=[CH:24][C:23](B(O)O)=[CH:22][CH:21]=1)=[O:19].N1C=CC=CC=1.[OH-].[NH4+], predict the reaction product. The product is: [Cl:1][C:2]1[C:7]([NH:8][C:23]2[CH:24]=[CH:25][C:20]([C:18]([O:17][CH3:16])=[O:19])=[CH:21][CH:22]=2)=[CH:6][C:5]([C:9]2[N:13]([CH3:14])[N:12]=[N:11][C:10]=2[CH3:15])=[CH:4][N:3]=1. (3) Given the reactants [F:1][CH:2]([F:18])[C:3]1[CH:4]=[C:5](B2OC(C)(C)C(C)(C)O2)[CH:6]=[CH:7][CH:8]=1.[Cl:19][C:20]1[CH:21]=[C:22]([CH2:26][N:27]2[CH:31]=[CH:30][N:29]=[C:28]2[CH3:32])[N:23]=[N:24][CH:25]=1, predict the reaction product. The product is: [ClH:19].[F:18][CH:2]([F:1])[C:3]1[CH:4]=[C:5]([C:20]2[CH:21]=[C:22]([CH2:26][N:27]3[CH:31]=[CH:30][N:29]=[C:28]3[CH3:32])[N:23]=[N:24][CH:25]=2)[CH:6]=[CH:7][CH:8]=1.